This data is from Reaction yield outcomes from USPTO patents with 853,638 reactions. The task is: Predict the reaction yield, written as a fraction of the theoretical maximum amount of product (1.0 means a 100% yield; for example, 0.34 means a 34% yield). (1) The reactants are ClCCC[CH2:5][OH:6].[CH3:7][O:8][C:9]1[CH:14]=[CH:13][CH:12]=[CH:11][C:10]=1[N:15]1[CH2:20][CH2:19][N:18]([CH2:21][CH2:22][CH2:23]O)[CH2:17][CH2:16]1. No catalyst specified. The product is [CH3:7][O:8][C:9]1[CH:14]=[CH:13][CH:12]=[CH:11][C:10]=1[N:15]1[CH2:16][CH2:17][N:18]([CH2:21][CH2:22][CH2:23][CH2:5][OH:6])[CH2:19][CH2:20]1. The yield is 0.330. (2) The reactants are CO[C:3]([C:5]1[CH:10]=[CH:9][C:8](B(O)O)=[CH:7][CH:6]=1)=O.[NH2:14][C:15]1[CH2:16][C:17]([C:27]([N:29]([CH2:33][CH2:34][CH3:35])[CH2:30][CH2:31][CH3:32])=[O:28])=[CH:18][C:19]2[CH:25]=[CH:24][C:23](Br)=[CH:22][C:20]=2[N:21]=1.[C:36](=[O:39])([O-])[O-:37].[K+].[K+].[C:42](#N)[CH3:43]. The catalyst is CCOC(C)=O.C1C=CC([P]([Pd]([P](C2C=CC=CC=2)(C2C=CC=CC=2)C2C=CC=CC=2)([P](C2C=CC=CC=2)(C2C=CC=CC=2)C2C=CC=CC=2)[P](C2C=CC=CC=2)(C2C=CC=CC=2)C2C=CC=CC=2)(C2C=CC=CC=2)C2C=CC=CC=2)=CC=1. The product is [NH2:14][C:15]1[CH2:16][C:17]([C:27](=[O:28])[N:29]([CH2:33][CH2:34][CH3:35])[CH2:30][CH2:31][CH3:32])=[CH:18][C:19]2[CH:25]=[CH:24][C:23]([C:8]3[CH:7]=[CH:6][C:5]([CH2:3][C:36]([O:37][CH2:42][CH3:43])=[O:39])=[CH:10][CH:9]=3)=[CH:22][C:20]=2[N:21]=1. The yield is 0.200. (3) The reactants are [CH3:1][N:2]([CH2:4][C:5]1[CH:10]=[CH:9][C:8]([CH:11]2[CH:20]([C:21]3[CH:26]=[CH:25][C:24]([CH2:27][N:28]([CH3:30])[CH3:29])=[CH:23][CH:22]=3)[C:19](=O)[C:18]3[C:17]([C:32](OCC)=[O:33])=[CH:16][C:15]([F:37])=[CH:14][C:13]=3[NH:12]2)=[CH:7][CH:6]=1)[CH3:3].O.[NH2:39][NH2:40]. The catalyst is CO. The product is [CH3:1][N:2]([CH2:4][C:5]1[CH:10]=[CH:9][C:8]([CH:11]2[NH:12][C:13]3[C:18]4[C:19](=[N:39][NH:40][C:32](=[O:33])[C:17]=4[CH:16]=[C:15]([F:37])[CH:14]=3)[CH:20]2[C:21]2[CH:26]=[CH:25][C:24]([CH2:27][N:28]([CH3:30])[CH3:29])=[CH:23][CH:22]=2)=[CH:7][CH:6]=1)[CH3:3]. The yield is 0.200.